This data is from Forward reaction prediction with 1.9M reactions from USPTO patents (1976-2016). The task is: Predict the product of the given reaction. (1) Given the reactants [I:1][C:2]1[CH:10]=[C:6](C(O)=O)[C:5]([NH2:11])=[CH:4][CH:3]=1.[CH:12]([O-])([O-])OC.[CH3:17][OH:18].[NH3:19], predict the reaction product. The product is: [I:1][C:2]1[CH:10]=[C:6]2[C:5](=[CH:4][CH:3]=1)[N:11]=[CH:12][NH:19][C:17]2=[O:18]. (2) Given the reactants Br[C:2]1[CH:7]=[CH:6][C:5]([C:8](=[C:17]2[CH2:22][C:21]([CH3:24])([CH3:23])[CH2:20][C:19]([CH3:26])([CH3:25])[CH2:18]2)[C:9]2[CH:14]=[CH:13][C:12]([OH:15])=[C:11]([F:16])[CH:10]=2)=[CH:4][CH:3]=1.[C:27]([O:31][CH2:32][CH3:33])(=[O:30])[CH:28]=[CH2:29].CCN(CC)CC.CN(C=O)C, predict the reaction product. The product is: [F:16][C:11]1[CH:10]=[C:9]([C:8](=[C:17]2[CH2:18][C:19]([CH3:26])([CH3:25])[CH2:20][C:21]([CH3:23])([CH3:24])[CH2:22]2)[C:5]2[CH:6]=[CH:7][C:2](/[CH:29]=[CH:28]/[C:27]([O:31][CH2:32][CH3:33])=[O:30])=[CH:3][CH:4]=2)[CH:14]=[CH:13][C:12]=1[OH:15]. (3) Given the reactants S([O-])([O-])(=O)=O.[Bi+3:6].S([O-])([O-])(=O)=O.S([O-])([O-])(=O)=O.[Bi+3].[N+:18]([O-:21])([OH:20])=[O:19].[Bi]=O, predict the reaction product. The product is: [N+:18]([O-:21])([O-:20])=[O:19].[Bi+3:6].[N+:18]([O-:21])([O-:20])=[O:19].[N+:18]([O-:21])([O-:20])=[O:19]. (4) Given the reactants [Cl:1][C:2]1[CH:7]=[CH:6][C:5]([C@@H:8]([O:13][C:14]2[CH:15]=[C:16]([N:20]3[CH2:37][CH2:36][C:23]4([CH2:27][N:26](C(O)=O)[C@H:25]([C:31]([O:33]CC)=[O:32])[CH2:24]4)[CH2:22][CH2:21]3)[N:17]=[N:18][CH:19]=2)[C:9]([F:12])([F:11])[F:10])=[C:4]([N:38]2[CH:42]=[CH:41][C:40]([CH3:43])=[N:39]2)[CH:3]=1.[Li+].[OH-], predict the reaction product. The product is: [Cl:1][C:2]1[CH:7]=[CH:6][C:5]([C@@H:8]([O:13][C:14]2[CH:15]=[C:16]([N:20]3[CH2:37][CH2:36][C:23]4([CH2:27][NH:26][C@H:25]([C:31]([OH:33])=[O:32])[CH2:24]4)[CH2:22][CH2:21]3)[N:17]=[N:18][CH:19]=2)[C:9]([F:10])([F:11])[F:12])=[C:4]([N:38]2[CH:42]=[CH:41][C:40]([CH3:43])=[N:39]2)[CH:3]=1. (5) Given the reactants N(C(OC(C)C)=O)=NC(OC(C)C)=O.[Br:15][C:16]1[CH:17]=[C:18]([OH:22])[CH:19]=[CH:20][CH:21]=1.[CH3:23][N:24]([CH3:28])[CH2:25][CH2:26]O.C1(P(C2C=CC=CC=2)C2C=CC=CC=2)C=CC=CC=1, predict the reaction product. The product is: [Br:15][C:16]1[CH:17]=[C:18]([CH:19]=[CH:20][CH:21]=1)[O:22][CH2:26][CH2:25][N:24]([CH3:28])[CH3:23]. (6) Given the reactants [F:1][C:2]([C:18]1[CH:26]=[CH:25][C:21]([C:22](O)=[O:23])=[CH:20][CH:19]=1)([F:17])[C:3]([NH:5][NH:6][C:7](=[O:16])[C:8]1[CH:13]=[CH:12][CH:11]=[CH:10][C:9]=1[O:14][CH3:15])=[O:4].[NH2:27][C:28]1[C:32]([NH:33][C:34](=[O:40])[O:35][C:36]([CH3:39])([CH3:38])[CH3:37])=[CH:31][N:30]([C:41]2[CH:46]=[CH:45][CH:44]=[CH:43][CH:42]=2)[N:29]=1.C(N(CC)C(C)C)(C)C.F[P-](F)(F)(F)(F)F.N1(O[P+](C(C)C)(C(C)C)C(C)C)C2C=CC=CC=2N=N1, predict the reaction product. The product is: [F:1][C:2]([C:18]1[CH:26]=[CH:25][C:21]([C:22]([NH:27][C:28]2[C:32]([NH:33][C:34](=[O:40])[O:35][C:36]([CH3:39])([CH3:37])[CH3:38])=[CH:31][N:30]([C:41]3[CH:46]=[CH:45][CH:44]=[CH:43][CH:42]=3)[N:29]=2)=[O:23])=[CH:20][CH:19]=1)([F:17])[C:3]([NH:5][NH:6][C:7](=[O:16])[C:8]1[CH:13]=[CH:12][CH:11]=[CH:10][C:9]=1[O:14][CH3:15])=[O:4]. (7) Given the reactants [CH:1]1([C:4]2[C:5]([I:13])=[C:6]([OH:12])[CH:7]=[C:8]([CH2:10][OH:11])[CH:9]=2)[CH2:3][CH2:2]1.C(N(CC)CC)C.CS(C)=O.O, predict the reaction product. The product is: [CH:1]1([C:4]2[CH:9]=[C:8]([CH:7]=[C:6]([OH:12])[C:5]=2[I:13])[CH:10]=[O:11])[CH2:2][CH2:3]1. (8) Given the reactants [Cl:1][C:2]1[CH:3]=[CH:4][C:5]([NH:8][C:9]([C:11]2[CH:36]=[CH:35][C:14]([O:15][C:16]3[CH:25]=[C:24]4[C:19]([CH:20]([C:26]([O:28]C(C)(C)C)=[O:27])[CH2:21][CH2:22][O:23]4)=[CH:18][C:17]=3[C:33]#[N:34])=[CH:13][CH:12]=2)=[O:10])=[N:6][CH:7]=1, predict the reaction product. The product is: [Cl:1][C:2]1[CH:3]=[CH:4][C:5]([NH:8][C:9]([C:11]2[CH:12]=[CH:13][C:14]([O:15][C:16]3[CH:25]=[C:24]4[C:19]([CH:20]([C:26]([OH:28])=[O:27])[CH2:21][CH2:22][O:23]4)=[CH:18][C:17]=3[C:33]#[N:34])=[CH:35][CH:36]=2)=[O:10])=[N:6][CH:7]=1. (9) Given the reactants Cl[C:2]1[N:7]=[CH:6][C:5]([CH2:8][C:9]2[C:10]3[CH:29]=[CH:28][CH:27]=[CH:26][C:11]=3[C:12]3[CH2:13][N:14]([C@H:19]4[CH2:24][CH2:23][CH2:22][CH2:21][C@@H:20]4[OH:25])[C:15](=[O:18])[C:16]=3[CH:17]=2)=[CH:4][CH:3]=1.[CH:30]([B-](F)(F)F)=[CH2:31].[K+].P([O-])([O-])([O-])=O.[K+].[K+].[K+].C1(P(C2CCCCC2)C2CCCCC2)CCCCC1, predict the reaction product. The product is: [OH:25][C@H:20]1[CH2:21][CH2:22][CH2:23][CH2:24][C@@H:19]1[N:14]1[CH2:13][C:12]2[C:11]3[CH:26]=[CH:27][CH:28]=[CH:29][C:10]=3[C:9]([CH2:8][C:5]3[CH:6]=[N:7][C:2]([CH:30]=[CH2:31])=[CH:3][CH:4]=3)=[CH:17][C:16]=2[C:15]1=[O:18]. (10) Given the reactants [C:1]([O:4][CH2:5][C:6]1[C:11]([N:12]2[CH2:24][CH2:23][N:15]3[C:16]4[CH2:17][CH2:18][CH2:19][CH2:20][C:21]=4[CH:22]=[C:14]3[C:13]2=[O:25])=[CH:10][C:9]([F:26])=[CH:8][C:7]=1N1CCN2C3CCCCC=3C=C2C1=O)(=[O:3])[CH3:2].Br[C:42]1[CH:43]=[C:44]([NH:50][C:51]2[CH:62]=[C:54]3[CH2:55][N:56]([CH:59]4[CH2:61][CH2:60]4)[CH2:57][CH2:58][N:53]3[N:52]=2)[C:45](=[O:49])[N:46]([CH3:48])[CH:47]=1.[O-]P([O-])([O-])=O.[K+].[K+].[K+].CC([O-])=O.[Na+], predict the reaction product. The product is: [C:1]([O:4][CH2:5][C:6]1[C:11]([N:12]2[CH2:24][CH2:23][N:15]3[C:16]4[CH2:17][CH2:18][CH2:19][CH2:20][C:21]=4[CH:22]=[C:14]3[C:13]2=[O:25])=[CH:10][C:9]([F:26])=[CH:8][C:7]=1[C:42]1[CH:43]=[C:44]([NH:50][C:51]2[CH:62]=[C:54]3[CH2:55][N:56]([CH:59]4[CH2:61][CH2:60]4)[CH2:57][CH2:58][N:53]3[N:52]=2)[C:45](=[O:49])[N:46]([CH3:48])[CH:47]=1)(=[O:3])[CH3:2].